From a dataset of Reaction yield outcomes from USPTO patents with 853,638 reactions. Predict the reaction yield, written as a fraction of the theoretical maximum amount of product (1.0 means a 100% yield; for example, 0.34 means a 34% yield). (1) The reactants are [CH3:1][C:2]1([CH3:29])[CH2:7][CH2:6][C:5]([C:8]2[CH:13]=[C:12]([C:14]([CH3:18])([CH3:17])[CH:15]=O)[CH:11]=[CH:10][C:9]=2[NH:19][C:20]([C:22]2[NH:23][CH:24]=[C:25]([C:27]#[N:28])[N:26]=2)=[O:21])=[CH:4][CH2:3]1.[CH3:30][C:31]1([CH3:39])[O:38][CH:34]2[CH2:35][NH:36][CH2:37][CH:33]2[O:32]1. The catalyst is CO.C(Cl)Cl. The product is [CH3:1][C:2]1([CH3:29])[CH2:7][CH2:6][C:5]([C:8]2[CH:13]=[C:12]([C:14]([CH3:15])([CH3:17])[CH2:18][N:36]3[CH2:37][CH:33]4[O:32][C:31]([CH3:39])([CH3:30])[O:38][CH:34]4[CH2:35]3)[CH:11]=[CH:10][C:9]=2[NH:19][C:20]([C:22]2[NH:23][CH:24]=[C:25]([C:27]#[N:28])[N:26]=2)=[O:21])=[CH:4][CH2:3]1. The yield is 0.630. (2) The product is [C:27]([CH2:26][CH2:25][C:13]1[C:12]([CH2:11][CH2:10][CH2:9][CH2:8][CH2:7][CH2:6][O:5][C:4]2[CH:3]=[C:2]([C:40]3[CH:41]=[N:36][CH:37]=[N:38][CH:39]=3)[CH:32]=[C:31]([CH2:33][O:34][CH3:35])[CH:30]=2)=[CH:24][CH:23]=[CH:22][C:14]=1[O:15][CH2:16][CH2:17][CH2:18][C:19]([OH:21])=[O:20])([OH:29])=[O:28]. The yield is 0.700. The catalyst is C1C=CC(P(C2C=CC=CC=2)[C-]2C=CC=C2)=CC=1.C1C=CC(P(C2C=CC=CC=2)[C-]2C=CC=C2)=CC=1.Cl[Pd]Cl.[Fe+2]. The reactants are Br[C:2]1[CH:3]=[C:4]([CH:30]=[C:31]([CH2:33][O:34][CH3:35])[CH:32]=1)[O:5][CH2:6][CH2:7][CH2:8][CH2:9][CH2:10][CH2:11][C:12]1[C:13]([CH2:25][CH2:26][C:27]([OH:29])=[O:28])=[C:14]([CH:22]=[CH:23][CH:24]=1)[O:15][CH2:16][CH2:17][CH2:18][C:19]([OH:21])=[O:20].[N:36]1[CH:41]=[C:40](B(O)O)[CH:39]=[N:38][CH:37]=1.C(=O)([O-])[O-].[Cs+].[Cs+]. (3) The reactants are [CH3:1][S:2]([NH:5][C:6]1[CH:11]=[CH:10][C:9](B(O)O)=[CH:8][CH:7]=1)(=[O:4])=[O:3].I[C:16]1[C:24]2[C:19](=[N:20][CH:21]=[N:22][C:23]=2[NH2:25])[N:18]([CH:26]([CH3:28])[CH3:27])[N:17]=1.C([O-])([O-])=O.[Na+].[Na+]. The catalyst is CCO.COCCOC.C1C=CC([P]([Pd]([P](C2C=CC=CC=2)(C2C=CC=CC=2)C2C=CC=CC=2)([P](C2C=CC=CC=2)(C2C=CC=CC=2)C2C=CC=CC=2)[P](C2C=CC=CC=2)(C2C=CC=CC=2)C2C=CC=CC=2)(C2C=CC=CC=2)C2C=CC=CC=2)=CC=1. The product is [NH2:25][C:23]1[N:22]=[CH:21][N:20]=[C:19]2[N:18]([CH:26]([CH3:28])[CH3:27])[N:17]=[C:16]([C:9]3[CH:10]=[CH:11][C:6]([NH:5][S:2]([CH3:1])(=[O:4])=[O:3])=[CH:7][CH:8]=3)[C:24]=12. The yield is 0.0300. (4) The reactants are C[O:2][C:3]([C:5]1[CH:6]=[C:7]([C:16]2[CH:21]=[CH:20][C:19]([CH3:22])=[CH:18][C:17]=2[F:23])[CH:8]=[C:9]([C:11]2[S:15][CH:14]=[N:13][CH:12]=2)[CH:10]=1)=[O:4].O[Li].O. The catalyst is C1COCC1.O. The product is [F:23][C:17]1[CH:18]=[C:19]([CH3:22])[CH:20]=[CH:21][C:16]=1[C:7]1[CH:8]=[C:9]([C:11]2[S:15][CH:14]=[N:13][CH:12]=2)[CH:10]=[C:5]([C:3]([OH:4])=[O:2])[CH:6]=1. The yield is 0.750. (5) The reactants are [CH3:1][C:2]1[CH:3]=[CH:4][C:5]2[N:6]([C:8]([S:11][C:12]3[CH:13]=[C:14]4[C:19](=[CH:20][CH:21]=3)[N:18]=[CH:17][CH:16]=[CH:15]4)=[N:9][N:10]=2)[N:7]=1.[Br:22]Br. The catalyst is C(O)(=O)C. The product is [Br:22][C:16]1[CH:17]=[N:18][C:19]2[C:14]([CH:15]=1)=[CH:13][C:12]([S:11][C:8]1[N:6]3[N:7]=[C:2]([CH3:1])[CH:3]=[CH:4][C:5]3=[N:10][N:9]=1)=[CH:21][CH:20]=2. The yield is 0.900.